Dataset: Catalyst prediction with 721,799 reactions and 888 catalyst types from USPTO. Task: Predict which catalyst facilitates the given reaction. (1) Product: [F:1][C:2]1[CH:10]=[CH:9][CH:8]=[C:7]([C:11]2[N:16]=[CH:15][CH:14]=[CH:13][N:12]=2)[C:3]=1[C:4]([N:38]1[CH2:39][CH2:40][CH2:41][C@@H:36]([CH3:35])[C@H:37]1[CH2:42][N:43]1[C:51](=[O:52])[C:50]2[C:45](=[CH:46][CH:47]=[CH:48][CH:49]=2)[C:44]1=[O:53])=[O:6]. Reactant: [F:1][C:2]1[CH:10]=[CH:9][CH:8]=[C:7]([C:11]2[N:16]=[CH:15][CH:14]=[CH:13][N:12]=2)[C:3]=1[C:4]([OH:6])=O.ClC1N=C(OC)N=C(OC)N=1.CN1CCOCC1.[CH3:35][C@@H:36]1[CH2:41][CH2:40][CH2:39][NH:38][C@@H:37]1[CH2:42][N:43]1[C:51](=[O:52])[C:50]2[C:45](=[CH:46][CH:47]=[CH:48][CH:49]=2)[C:44]1=[O:53]. The catalyst class is: 225. (2) Reactant: N1CCC[CH:2]1[C:6](C)=[CH:7][C:8]([O:10][CH3:11])=[O:9].Br[CH2:14][N:15]1[C:19](=[O:20])[C:18]2=[CH:21][CH:22]=[CH:23][CH:24]=[C:17]2[C:16]1=[O:25].Cl.[OH2:27]. Product: [C:19]1(=[O:20])[N:15]([CH2:14][CH:7]([C:6](=[O:27])[CH3:2])[C:8]([O:10][CH3:11])=[O:9])[C:16](=[O:25])[C:17]2=[CH:24][CH:23]=[CH:22][CH:21]=[C:18]12. The catalyst class is: 9. (3) Reactant: [CH2:1]([O:3][C:4](=[O:35])[C@H:5]([NH:17]C(OCC1C2C=CC=CC=2C2C1=CC=CC=2)=O)[CH2:6][CH2:7][CH2:8][NH:9][C:10]([O:12][C:13]([CH3:16])([CH3:15])[CH3:14])=[O:11])[CH3:2].C(NCC)C. Product: [CH2:1]([O:3][C:4](=[O:35])[C@H:5]([NH2:17])[CH2:6][CH2:7][CH2:8][NH:9][C:10]([O:12][C:13]([CH3:15])([CH3:14])[CH3:16])=[O:11])[CH3:2]. The catalyst class is: 3. (4) Reactant: [Br:1][C:2]1[C:3]([NH:13][C:14]([NH:16]C(OCC)=O)=S)=[N:4][C:5]([C:8]([O:10][CH2:11]C)=[O:9])=[CH:6][CH:7]=1.Cl.NO.C([N:28](C(C)C)CC)(C)C. Product: [CH3:11][O:10][C:8]([C:5]1[N:4]2[N:28]=[C:14]([NH2:16])[N:13]=[C:3]2[C:2]([Br:1])=[CH:7][CH:6]=1)=[O:9]. The catalyst class is: 5. (5) The catalyst class is: 8. Product: [S:13]1[CH:14]=[CH:15][N:16]=[C:12]1[N:9]1[C:5]2=[N:6][CH:7]=[N:8][C:3]([NH:1][N:2]=[CH:17][C:18]3[CH:23]=[CH:22][CH:21]=[N:20][CH:19]=3)=[C:4]2[CH:11]=[N:10]1. Reactant: [NH:1]([C:3]1[N:8]=[CH:7][N:6]=[C:5]2[N:9]([C:12]3[S:13][CH:14]=[CH:15][N:16]=3)[N:10]=[CH:11][C:4]=12)[NH2:2].[CH:17](=O)[C:18]1[CH:23]=[CH:22][CH:21]=[N:20][CH:19]=1.COC1N=C(N2C3=NC=NC(NN=CC4C=CN=CC=4)=C3C=N2)C=CC=1. (6) Reactant: [CH3:1][CH:2]([CH3:35])/[CH:3]=[CH:4]/[S:5]([C:8]1[CH:13]=[CH:12][C:11]([C:14]2[CH:19]=[CH:18][CH:17]=[C:16]([CH2:20][NH:21][C:22]([C:24]3[NH:33][C:32](=[O:34])[C:31]4[C:26](=[CH:27][CH:28]=[CH:29][CH:30]=4)[N:25]=3)=[O:23])[CH:15]=2)=[CH:10][CH:9]=1)(=[O:7])=[O:6].C[Si](C)(C)[O:38][NH2:39]. Product: [OH:38][NH:39][CH:3]([CH:2]([CH3:35])[CH3:1])[CH2:4][S:5]([C:8]1[CH:9]=[CH:10][C:11]([C:14]2[CH:19]=[CH:18][CH:17]=[C:16]([CH2:20][NH:21][C:22]([C:24]3[NH:33][C:32](=[O:34])[C:31]4[C:26](=[CH:27][CH:28]=[CH:29][CH:30]=4)[N:25]=3)=[O:23])[CH:15]=2)=[CH:12][CH:13]=1)(=[O:6])=[O:7]. The catalyst class is: 1. (7) Reactant: [CH2:1]([NH:3][C:4]([NH:6][C:7]1[S:8][C:9]2[C:15]([C:16]3[CH:21]=[CH:20][CH:19]=[CH:18][N:17]=3)=[CH:14][C:13]([C:22]3[S:26][N:25]=[C:24]([N:27]4[CH2:32][CH2:31][C:30]([CH3:38])([C:33]([O:35]CC)=[O:34])[CH2:29][CH2:28]4)[N:23]=3)=[CH:12][C:10]=2[N:11]=1)=[O:5])[CH3:2].[OH-].[Na+]. Product: [CH2:1]([NH:3][C:4]([NH:6][C:7]1[S:8][C:9]2[C:15]([C:16]3[CH:21]=[CH:20][CH:19]=[CH:18][N:17]=3)=[CH:14][C:13]([C:22]3[S:26][N:25]=[C:24]([N:27]4[CH2:28][CH2:29][C:30]([CH3:38])([C:33]([OH:35])=[O:34])[CH2:31][CH2:32]4)[N:23]=3)=[CH:12][C:10]=2[N:11]=1)=[O:5])[CH3:2]. The catalyst class is: 14.